Dataset: Forward reaction prediction with 1.9M reactions from USPTO patents (1976-2016). Task: Predict the product of the given reaction. (1) The product is: [I:18][C:19]1[C:20]([CH2:29][OH:30])=[N:21][C:22]2[C:27]([CH:28]=1)=[CH:26][CH:25]=[CH:24][CH:23]=2. Given the reactants [H-].C([Al+]CC(C)C)C(C)C.C1(C)C=CC=CC=1.[I:18][C:19]1[C:20]([C:29](OCC)=[O:30])=[N:21][C:22]2[C:27]([CH:28]=1)=[CH:26][CH:25]=[CH:24][CH:23]=2.IC1C(C(OCCC(C)C)=O)=NC2C(C=1)=CC=CC=2.[BH4-].[Na+], predict the reaction product. (2) Given the reactants [CH3:1][C:2]1[C:3]([C:11]2[CH:16]=[CH:15][C:14]([O:17]C)=[CH:13][CH:12]=2)=[CH:4][N:5]2[C:10]=1[CH:9]=[CH:8][CH:7]=[CH:6]2.Br, predict the reaction product. The product is: [CH3:1][C:2]1[C:3]([C:11]2[CH:16]=[CH:15][C:14]([OH:17])=[CH:13][CH:12]=2)=[CH:4][N:5]2[C:10]=1[CH:9]=[CH:8][CH:7]=[CH:6]2.